Dataset: Reaction yield outcomes from USPTO patents with 853,638 reactions. Task: Predict the reaction yield, written as a fraction of the theoretical maximum amount of product (1.0 means a 100% yield; for example, 0.34 means a 34% yield). The reactants are [CH2:1]([O:4][C:5]1[CH:10]=[C:9]([N+:11]([O-])=O)[CH:8]=[CH:7][C:6]=1[N:14]1[CH:18]=[N:17][C:16]([CH3:19])=[N:15]1)[CH:2]=[CH2:3].CO.[Cl-].[NH4+]. The catalyst is [Fe].O. The product is [CH2:1]([O:4][C:5]1[CH:10]=[C:9]([CH:8]=[CH:7][C:6]=1[N:14]1[CH:18]=[N:17][C:16]([CH3:19])=[N:15]1)[NH2:11])[CH:2]=[CH2:3]. The yield is 0.610.